Dataset: Full USPTO retrosynthesis dataset with 1.9M reactions from patents (1976-2016). Task: Predict the reactants needed to synthesize the given product. (1) Given the product [F:18][C:19]([F:30])([F:29])[C:20]([NH:6][C:5]1[CH:7]=[CH:8][CH:9]=[C:3]([C:2]([F:10])([F:11])[F:1])[CH:4]=1)=[O:21], predict the reactants needed to synthesize it. The reactants are: [F:1][C:2]([F:11])([F:10])[C:3]1[CH:4]=[C:5]([CH:7]=[CH:8][CH:9]=1)[NH2:6].N1C=CC=CC=1.[F:18][C:19]([F:30])([F:29])[C:20](O[C:20](=[O:21])[C:19]([F:30])([F:29])[F:18])=[O:21]. (2) Given the product [F:99][C:97]1[CH:96]=[CH:95][C:94]([C:100]2[C:101]([C:106]3[C:107]([CH3:113])=[N:108][N:109]([CH3:112])[C:110]=3[CH3:111])=[N:102][CH:103]=[CH:104][CH:105]=2)=[C:93]2[C:98]=1[C@H:90]([O:89][C:87]1[CH:86]=[CH:85][C:84]3[C@H:80]([CH2:79][C:78]([OH:114])=[O:77])[CH2:81][O:82][C:83]=3[CH:88]=1)[CH2:91][CH2:92]2, predict the reactants needed to synthesize it. The reactants are: COC(=O)C[C@H]1C2C=CC(O[C@H]3C4C(=C(C5C(Br)=NC=CC=5)C=CC=4F)CC3)=CC=2OC1.CN1C(C)=C(B2OC(C)(C)C(C)(C)O2)C(C)=N1.BrC1C=CC(F)=C2C=1CC[C@H]2OC1C=CC2[C@H](CC(OC)=O)COC=2C=1.C[O:77][C:78](=[O:114])[CH2:79][C@H:80]1[C:84]2[CH:85]=[CH:86][C:87]([O:89][C@H:90]3[C:98]4[C:93](=[C:94]([C:100]5[C:101]([C:106]6[C:107]([CH3:113])=[N:108][N:109]([CH3:112])[C:110]=6[CH3:111])=[N:102][CH:103]=[CH:104][CH:105]=5)[CH:95]=[CH:96][C:97]=4[F:99])[CH2:92][CH2:91]3)=[CH:88][C:83]=2[O:82][CH2:81]1. (3) Given the product [C:20]([C:19]1[CH:22]=[CH:23][C:16]([CH:2]2[CH2:7][CH2:6][N:5]([C:8]([O:10][C:11]([CH3:14])([CH3:13])[CH3:12])=[O:9])[CH2:4][CH2:3]2)=[CH:17][C:18]=1[F:24])#[N:21], predict the reactants needed to synthesize it. The reactants are: O[CH:2]1[CH2:7][CH2:6][N:5]([C:8]([O:10][C:11]([CH3:14])([CH3:13])[CH3:12])=[O:9])[CH2:4][CH2:3]1.Br[C:16]1[CH:23]=[CH:22][C:19]([C:20]#[N:21])=[C:18]([F:24])[CH:17]=1. (4) Given the product [CH:1]1([NH:5][C:9](=[O:10])[CH2:8][C:7](=[O:11])[CH3:6])[CH2:4][CH2:3][CH2:2]1, predict the reactants needed to synthesize it. The reactants are: [CH:1]1([NH2:5])[CH2:4][CH2:3][CH2:2]1.[CH2:6]=[C:7]1[O:11][C:9](=[O:10])[CH2:8]1. (5) Given the product [CH2:11]([N:12]([CH2:27][C:28]1[CH:29]=[CH:30][C:21]([CH2:14][CH2:13][N:40]2[CH2:44][CH2:43][CH2:42][CH2:41]2)=[CH:22][CH:23]=1)[C:13]1[CH:18]=[C:17]([O:19][CH3:20])[CH:16]=[CH:15][C:14]=1[C@@H:21]1[CH2:30][CH2:29][C:28]2[CH:27]=[C:26]([OH:31])[CH:25]=[CH:24][C:23]=2[CH2:22]1)[CH3:10], predict the reactants needed to synthesize it. The reactants are: C(CC1C=CC(C[CH2:10][CH2:11][NH:12][C:13]2[CH:18]=[C:17]([O:19][CH3:20])[CH:16]=[CH:15][C:14]=2[C@@H:21]2[CH2:30][CH2:29][C:28]3[CH:27]=[C:26]([O:31]C(=O)C(C)(C)C)[CH:25]=[CH:24][C:23]=3[CH2:22]2)=CC=1)(O)=O.[NH:40]1[CH2:44][CH2:43][CH2:42][CH2:41]1. (6) The reactants are: [CH3:1][N:2](C(OC(C)(C)C)=O)[NH:3][C:4]([O:6][CH2:7][C:8]1[CH:13]=[CH:12][CH:11]=[CH:10][CH:9]=1)=[O:5].FC(F)(F)C(O)=O. Given the product [CH3:1][NH:2][NH:3][C:4]([O:6][CH2:7][C:8]1[CH:13]=[CH:12][CH:11]=[CH:10][CH:9]=1)=[O:5], predict the reactants needed to synthesize it. (7) The reactants are: [CH3:1][O:2][CH:3]([C:12]1[CH:17]=[CH:16][C:15]([N:18]([CH3:20])[CH3:19])=[CH:14][CH:13]=1)[CH2:4][CH:5]=[CH:6][CH:7]=[CH:8][C:9]([OH:11])=O.C(N1C=CN=C1)(N1C=CN=C1)=O.[C:33]1([NH2:40])[CH:38]=[CH:37][CH:36]=[CH:35][C:34]=1[NH2:39].FC(F)(F)C(O)=O. Given the product [NH2:39][C:34]1[CH:35]=[CH:36][CH:37]=[CH:38][C:33]=1[NH:40][C:9](=[O:11])[CH:8]=[CH:7][CH:6]=[CH:5][CH2:4][CH:3]([O:2][CH3:1])[C:12]1[CH:17]=[CH:16][C:15]([N:18]([CH3:20])[CH3:19])=[CH:14][CH:13]=1, predict the reactants needed to synthesize it.